This data is from NCI-60 drug combinations with 297,098 pairs across 59 cell lines. The task is: Regression. Given two drug SMILES strings and cell line genomic features, predict the synergy score measuring deviation from expected non-interaction effect. Drug 1: CC1=CC=C(C=C1)C2=CC(=NN2C3=CC=C(C=C3)S(=O)(=O)N)C(F)(F)F. Drug 2: C1CN1C2=NC(=NC(=N2)N3CC3)N4CC4. Cell line: OVCAR3. Synergy scores: CSS=26.8, Synergy_ZIP=-2.83, Synergy_Bliss=0.941, Synergy_Loewe=-12.5, Synergy_HSA=-0.781.